Dataset: Forward reaction prediction with 1.9M reactions from USPTO patents (1976-2016). Task: Predict the product of the given reaction. (1) Given the reactants [NH2:1][C:2]1[N:3]=[C:4]([C:13]2[C:21]3[C:16](=[N:17][CH:18]=[CH:19][CH:20]=3)[N:15]([CH2:22][C:23]3[CH:28]=[CH:27][CH:26]=[CH:25][C:24]=3[F:29])[N:14]=2)[N:5]=[N:6][C:7]=1[CH2:8][C:9](OC)=[O:10].[OH-].[Na+], predict the reaction product. The product is: [F:29][C:24]1[CH:25]=[CH:26][CH:27]=[CH:28][C:23]=1[CH2:22][N:15]1[C:16]2=[N:17][CH:18]=[CH:19][CH:20]=[C:21]2[C:13]([C:4]2[N:5]=[N:6][C:7]3[CH2:8][C:9](=[O:10])[NH:1][C:2]=3[N:3]=2)=[N:14]1. (2) Given the reactants [Cl:1][C:2]1[CH:7]=[C:6]([Cl:8])[C:5]([O:9][CH3:10])=[CH:4][C:3]=1[NH:11][C:12]1[C:21]2[C:16](=[CH:17][C:18]([O:24][CH2:25][CH2:26][CH2:27][N:28]3[CH2:33][CH2:32][N:31]([CH3:34])[CH2:30][CH2:29]3)=[C:19]([O:22][CH3:23])[CH:20]=2)[N:15]=[CH:14][C:13]=1[C:35]#[N:36], predict the reaction product. The product is: [CH:5]([O-:9])([CH3:6])[CH3:4].[Cl:1][C:2]1[CH:7]=[C:6]([Cl:8])[C:5]([O:9][CH3:10])=[CH:4][C:3]=1[NH:11][C:12]1[C:21]2[C:16](=[CH:17][C:18]([O:24][CH2:25][CH2:26][CH2:27][N:28]3[CH2:33][CH2:32][N:31]([CH3:34])[CH2:30][CH2:29]3)=[C:19]([O:22][CH3:23])[CH:20]=2)[N:15]=[CH:14][C:13]=1[C:35]#[N:36]. (3) Given the reactants [CH2:1]([N:3]1[C:7]2=[N:8][CH:9]=[C:10]([C:19](O)=[O:20])[C:11]([NH:12][CH:13]3[CH2:18][CH2:17][O:16][CH2:15][CH2:14]3)=[C:6]2[CH:5]=[N:4]1)[CH3:2].[NH2:22][CH2:23][C@H:24]([C:26]1[CH:31]=[CH:30][CH:29]=[CH:28][CH:27]=1)[OH:25].C(N1C2=NC=C(C(N[C@H](C3C=CC=CC=3)CO)=O)C(NC3CCOCC3)=C2C=N1)C, predict the reaction product. The product is: [CH2:1]([N:3]1[C:7]2=[N:8][CH:9]=[C:10]([C:19]([NH:22][CH2:23][C@@H:24]([OH:25])[C:26]3[CH:31]=[CH:30][CH:29]=[CH:28][CH:27]=3)=[O:20])[C:11]([NH:12][CH:13]3[CH2:18][CH2:17][O:16][CH2:15][CH2:14]3)=[C:6]2[CH:5]=[N:4]1)[CH3:2]. (4) Given the reactants [C:1]([C:3]1[CH:8]=[CH:7][C:6]([CH:9]2[CH2:14][CH2:13][N:12]([C:15]([C:17]3[C:18]([CH3:31])=[CH:19][C:20]([CH:27]4[CH2:30][CH2:29][CH2:28]4)=[C:21]([CH:26]=3)[C:22]([O:24]C)=[O:23])=[O:16])[CH2:11][CH2:10]2)=[CH:5][CH:4]=1)#[N:2].[OH-].[Na+], predict the reaction product. The product is: [C:1]([C:3]1[CH:8]=[CH:7][C:6]([CH:9]2[CH2:10][CH2:11][N:12]([C:15]([C:17]3[C:18]([CH3:31])=[CH:19][C:20]([CH:27]4[CH2:30][CH2:29][CH2:28]4)=[C:21]([CH:26]=3)[C:22]([OH:24])=[O:23])=[O:16])[CH2:13][CH2:14]2)=[CH:5][CH:4]=1)#[N:2].